Dataset: Peptide-MHC class I binding affinity with 185,985 pairs from IEDB/IMGT. Task: Regression. Given a peptide amino acid sequence and an MHC pseudo amino acid sequence, predict their binding affinity value. This is MHC class I binding data. (1) The peptide sequence is CSSLTEEFYH. The MHC is HLA-A68:01 with pseudo-sequence HLA-A68:01. The binding affinity (normalized) is 0.0415. (2) The peptide sequence is GSYFSGFYK. The MHC is HLA-B15:42 with pseudo-sequence HLA-B15:42. The binding affinity (normalized) is 0.213.